Dataset: Full USPTO retrosynthesis dataset with 1.9M reactions from patents (1976-2016). Task: Predict the reactants needed to synthesize the given product. Given the product [Cl:8][C:6]1[N:5]=[C:4]([NH:20][C:19]2[CH:18]=[CH:17][C:16]([N:13]3[CH2:14][CH2:15][O:10][CH2:11][CH2:12]3)=[CH:22][CH:21]=2)[N:3]=[C:2]([NH2:1])[CH:7]=1, predict the reactants needed to synthesize it. The reactants are: [NH2:1][C:2]1[CH:7]=[C:6]([Cl:8])[N:5]=[C:4](Cl)[N:3]=1.[O:10]1[CH2:15][CH2:14][N:13]([C:16]2[CH:22]=[CH:21][C:19]([NH2:20])=[CH:18][CH:17]=2)[CH2:12][CH2:11]1.